From a dataset of Full USPTO retrosynthesis dataset with 1.9M reactions from patents (1976-2016). Predict the reactants needed to synthesize the given product. (1) Given the product [N:8]1([C:6]2[N:5]=[C:4]([N:14]3[CH2:20][CH:19]4[O:21][CH:16]([CH2:17][CH2:18]4)[CH2:15]3)[N:3]=[C:2]([C:32]3[CH:33]=[CH:34][C:29]([NH2:28])=[CH:30][CH:31]=3)[N:7]=2)[CH2:13][CH2:12][O:11][CH2:10][CH2:9]1, predict the reactants needed to synthesize it. The reactants are: Cl[C:2]1[N:7]=[C:6]([N:8]2[CH2:13][CH2:12][O:11][CH2:10][CH2:9]2)[N:5]=[C:4]([N:14]2[CH2:20][CH:19]3[O:21][CH:16]([CH2:17][CH2:18]3)[CH2:15]2)[N:3]=1.C(=O)([O-])[O-].[Na+].[Na+].[NH2:28][C:29]1[CH:34]=[CH:33][C:32](B2OC(C)(C)C(C)(C)O2)=[CH:31][CH:30]=1. (2) The reactants are: [CH2:1]([O:3][C:4]([C:6]1[C:11]([C:12]2[O:13][CH:14]=[CH:15][CH:16]=2)=[C:10]([C:17]#[N:18])[C:9](=[S:19])[NH:8][C:7]=1[CH3:20])=[O:5])[CH3:2].C(O)C.Br[CH2:25][C:26]([C:28]1[CH:33]=[CH:32][C:31]([O:34][CH3:35])=[CH:30][CH:29]=1)=[O:27]. Given the product [CH2:1]([O:3][C:4]([C:6]1[C:11]([C:12]2[O:13][CH:14]=[CH:15][CH:16]=2)=[C:10]2[C:17]([NH2:18])=[C:25]([C:26](=[O:27])[C:28]3[CH:33]=[CH:32][C:31]([O:34][CH3:35])=[CH:30][CH:29]=3)[S:19][C:9]2=[N:8][C:7]=1[CH3:20])=[O:5])[CH3:2], predict the reactants needed to synthesize it. (3) Given the product [OH:2][CH2:1][CH2:11][CH2:10][CH2:9][CH2:8][CH2:7][CH2:6][CH2:5][CH2:21][CH2:20][CH2:19][CH2:18][CH2:17][CH2:16][C:14]([O:13][CH3:12])=[O:15], predict the reactants needed to synthesize it. The reactants are: [CH3:1][O-:2].[Na+].[Na].[CH2:5]1[CH2:21][CH2:20][CH2:19][CH2:18][CH2:17][CH2:16][C:14](=[O:15])[O:13][CH2:12][CH2:11][CH2:10][CH2:9][CH2:8][CH2:7][CH2:6]1.